From a dataset of Catalyst prediction with 721,799 reactions and 888 catalyst types from USPTO. Predict which catalyst facilitates the given reaction. (1) Reactant: [NH2:1][C:2]1[CH:3]=[C:4]([OH:12])[C:5](=[CH:10][CH:11]=1)[C:6]([O:8][CH3:9])=[O:7].[Cl:13][C:14]1[S:15][C:16]([S:20](Cl)(=[O:22])=[O:21])=[CH:17][C:18]=1[Cl:19]. Product: [Cl:19][C:18]1[CH:17]=[C:16]([S:20]([NH:1][C:2]2[CH:11]=[CH:10][C:5]([C:6]([O:8][CH3:9])=[O:7])=[C:4]([OH:12])[CH:3]=2)(=[O:22])=[O:21])[S:15][C:14]=1[Cl:13]. The catalyst class is: 11. (2) The catalyst class is: 106. Product: [F:1][C:2]1[CH:3]=[CH:4][C:5]([N:8]2[C:11](=[O:12])[C@H:10]([S:13][CH2:14][C:15]([C:23]3[CH:28]=[CH:27][C:26]([O:29][CH3:30])=[CH:25][CH:24]=3)=[O:16])[C@H:9]2[C:31]2[CH:45]=[CH:44][C:34]([O:35][CH2:36][C:37]([OH:39])=[O:38])=[CH:33][CH:32]=2)=[CH:6][CH:7]=1. Reactant: [F:1][C:2]1[CH:7]=[CH:6][C:5]([N:8]2[C:11](=[O:12])[C@H:10]([S:13][CH2:14][C:15]3([C:23]4[CH:28]=[CH:27][C:26]([O:29][CH3:30])=[CH:25][CH:24]=4)OCC(C)(C)C[O:16]3)[C@H:9]2[C:31]2[CH:45]=[CH:44][C:34]([O:35][CH2:36][C:37]([O:39]C(C)(C)C)=[O:38])=[CH:33][CH:32]=2)=[CH:4][CH:3]=1. (3) Reactant: C[Mg]Cl.[C:4]([O:8][C:9](=[O:14])[CH2:10][C:11]([CH3:13])=[O:12])([CH3:7])([CH3:6])[CH3:5].[CH2:15]([O:22][C:23]([N:25]1[CH2:29][CH2:28][CH2:27][CH:26]1[C:30](Cl)=[O:31])=[O:24])[C:16]1[CH:21]=[CH:20][CH:19]=[CH:18][CH:17]=1.[NH4+].[Cl-]. Product: [CH2:15]([O:22][C:23]([N:25]1[CH2:29][CH2:28][CH2:27][CH:26]1[C:30](=[O:31])[CH:10]([C:9]([O:8][C:4]([CH3:7])([CH3:6])[CH3:5])=[O:14])[C:11](=[O:12])[CH3:13])=[O:24])[C:16]1[CH:21]=[CH:20][CH:19]=[CH:18][CH:17]=1. The catalyst class is: 1. (4) Reactant: [Cl:1][C:2]1[CH:3]=[C:4]([CH:9]([CH:17]([OH:26])[C:18]2[CH:19]=[N:20][CH:21]=[C:22]([O:24][CH3:25])[CH:23]=2)[CH2:10][NH:11]C(=O)OCC)[CH:5]=[CH:6][C:7]=1[Cl:8].B. Product: [NH2:11][CH2:10][CH:9]([C:4]1[CH:5]=[CH:6][C:7]([Cl:8])=[C:2]([Cl:1])[CH:3]=1)[CH:17]([C:18]1[CH:19]=[N:20][CH:21]=[C:22]([O:24][CH3:25])[CH:23]=1)[OH:26]. The catalyst class is: 1. (5) Reactant: [CH3:1][C:2]1[CH:3]=[C:4]([CH2:9]O)[CH:5]=[CH:6][C:7]=1[CH3:8].[Br:11]P(Br)Br. Product: [Br:11][CH2:9][C:4]1[CH:5]=[CH:6][C:7]([CH3:8])=[C:2]([CH3:1])[CH:3]=1. The catalyst class is: 4. (6) Reactant: Br[CH:2]([CH3:4])[CH3:3].[C:5]([O-])([O-])=O.[K+].[K+].[Si]([O:18][C:19]1[C:20]([F:35])=[C:21]([OH:34])[CH:22]=[C:23]([CH2:25][O:26][Si:27]([C:30]([CH3:33])([CH3:32])[CH3:31])([CH3:29])[CH3:28])[CH:24]=1)(C(C)(C)C)(C)C.C(O[CH2:39][CH3:40])C. Product: [C:30]([Si:27]([O:26][CH2:25][C:23]1[CH:22]=[C:21]([O:34][CH:2]([CH3:4])[CH3:3])[C:20]([F:35])=[C:19]([O:18][CH:39]([CH3:40])[CH3:5])[CH:24]=1)([CH3:28])[CH3:29])([CH3:31])([CH3:32])[CH3:33]. The catalyst class is: 3. (7) Reactant: [OH:1][C:2]1[CH:3]=[C:4]([CH2:8][C:9]([O:11][CH3:12])=[O:10])[CH:5]=[CH:6][CH:7]=1.Br[CH2:14][CH2:15][CH2:16][Cl:17].C(=O)([O-])[O-].[K+].[K+]. Product: [Cl:17][CH2:16][CH2:15][CH2:14][O:1][C:2]1[CH:3]=[C:4]([CH2:8][C:9]([O:11][CH3:12])=[O:10])[CH:5]=[CH:6][CH:7]=1. The catalyst class is: 21. (8) Reactant: [CH3:1][O:2][C:3]([C:5]12[CH2:12][CH2:11][C:8]([C:13]([O:15]C)=[O:14])([CH2:9][CH2:10]1)[CH2:7][CH2:6]2)=[O:4].O.O.O.O.O.O.O.O.[OH-].[Ba+2].[OH-]. Product: [CH3:1][O:2][C:3]([C:5]12[CH2:12][CH2:11][C:8]([C:13]([OH:15])=[O:14])([CH2:9][CH2:10]1)[CH2:7][CH2:6]2)=[O:4]. The catalyst class is: 24. (9) Reactant: [F:1][C:2]1[CH:7]=[CH:6][C:5]([C:8]2[C:13]([C:14]3[CH:19]=[CH:18][N:17]=[CH:16][CH:15]=3)=[C:12]([C:20]3[CH:25]=[CH:24][C:23]([F:26])=[CH:22][CH:21]=3)[N:11]=[C:10]3[NH:27][N:28]=[CH:29][C:9]=23)=[CH:4][CH:3]=1.[OH-].[K+].Cl[CH2:33][C:34]1[CH:39]=[CH:38][C:37]([S:40][CH3:41])=[CH:36][CH:35]=1. Product: [F:1][C:2]1[CH:7]=[CH:6][C:5]([C:8]2[C:9]3[C:10](=[N:27][N:28]([CH2:33][C:34]4[CH:39]=[CH:38][C:37]([S:40][CH3:41])=[CH:36][CH:35]=4)[CH:29]=3)[N:11]=[C:12]([C:20]3[CH:25]=[CH:24][C:23]([F:26])=[CH:22][CH:21]=3)[C:13]=2[C:14]2[CH:15]=[CH:16][N:17]=[CH:18][CH:19]=2)=[CH:4][CH:3]=1.[F:1][C:2]1[CH:7]=[CH:6][C:5]([C:8]2[C:13]([C:14]3[CH:15]=[CH:16][N:17]=[CH:18][CH:19]=3)=[C:12]([C:20]3[CH:25]=[CH:24][C:23]([F:26])=[CH:22][CH:21]=3)[N:11]=[C:10]3[N:27]([CH2:33][C:34]4[CH:39]=[CH:38][C:37]([S:40][CH3:41])=[CH:36][CH:35]=4)[N:28]=[CH:29][C:9]=23)=[CH:4][CH:3]=1. The catalyst class is: 3. (10) Reactant: [H-].[Na+].[C:3]([O:7][C:8]([N:10]1[CH2:20][CH2:19][C:13]2([O:17][C:16](=[O:18])[NH:15][CH2:14]2)[CH2:12][CH2:11]1)=[O:9])([CH3:6])([CH3:5])[CH3:4].[Br:21][C:22]1[CH:23]=[C:24]([CH:27]=[CH:28][CH:29]=1)[CH2:25]Br.O. The catalyst class is: 3. Product: [C:3]([O:7][C:8]([N:10]1[CH2:11][CH2:12][C:13]2([O:17][C:16](=[O:18])[N:15]([CH2:25][C:24]3[CH:27]=[CH:28][CH:29]=[C:22]([Br:21])[CH:23]=3)[CH2:14]2)[CH2:19][CH2:20]1)=[O:9])([CH3:6])([CH3:4])[CH3:5].